This data is from Forward reaction prediction with 1.9M reactions from USPTO patents (1976-2016). The task is: Predict the product of the given reaction. (1) Given the reactants C1(O[C:8](=[O:29])[NH:9][C:10]2[S:14][N:13]=[C:12]([O:15][CH2:16][C:17]3[C:22]([F:23])=[CH:21][C:20]([Br:24])=[CH:19][C:18]=3[F:25])[C:11]=2[C:26](=[O:28])[NH2:27])C=CC=CC=1.[CH3:30][N:31]1[CH2:36][CH2:35][N:34]([CH2:37][CH2:38][CH2:39][NH2:40])[CH2:33][CH2:32]1, predict the reaction product. The product is: [Br:24][C:20]1[CH:19]=[C:18]([F:25])[C:17]([CH2:16][O:15][C:12]2[C:11]([C:26]([NH2:27])=[O:28])=[C:10]([NH:9][C:8]([NH:40][CH2:39][CH2:38][CH2:37][N:34]3[CH2:33][CH2:32][N:31]([CH3:30])[CH2:36][CH2:35]3)=[O:29])[S:14][N:13]=2)=[C:22]([F:23])[CH:21]=1. (2) Given the reactants [N+]([O-])(O[C@@H]1C2[C@](C)(CCCC2)[C@@H]2[C@H]([C@H]3[C@@](CC2)(C)C24OCCOC2(OCCO4)C3)C1)=O.[N+:32]([O-:56])([O:34][C@@H:35]1[CH:52]2[C@:47]([CH3:54])([CH2:48][CH2:49][C:50](=[O:53])[CH2:51]2)[C@@H:46]2[C@H:37]([C@H:38]3[C@@:42]([CH2:44][CH2:45]2)([CH3:43])[C:41](=[O:55])[CH2:40][CH2:39]3)[CH2:36]1)=[O:33], predict the reaction product. The product is: [N+:32]([O-:56])([O:34][C@H:35]1[CH:52]2[C@:47]([CH3:54])([CH2:48][CH2:49][C:50](=[O:53])[CH2:51]2)[C@@H:46]2[C@H:37]([C@H:38]3[C@@:42]([CH2:44][CH2:45]2)([CH3:43])[C:41](=[O:55])[CH2:40][CH2:39]3)[CH2:36]1)=[O:33]. (3) Given the reactants [Cl:1][C:2]1[CH:7]=[CH:6][C:5]([C:8]2[C:13]([O:14][CH2:15][C:16]([F:19])([F:18])[F:17])=[CH:12][N:11]=[C:10]([CH2:20][OH:21])[CH:9]=2)=[CH:4][CH:3]=1.P([O-])([O-])([O-])=[O:23], predict the reaction product. The product is: [Cl:1][C:2]1[CH:3]=[CH:4][C:5]([C:8]2[C:13]([O:14][CH2:15][C:16]([F:17])([F:18])[F:19])=[CH:12][N:11]=[C:10]([C:20]([OH:23])=[O:21])[CH:9]=2)=[CH:6][CH:7]=1. (4) Given the reactants Br[C:2]1[CH:3]=[C:4]([CH:8]([CH2:12][C:13]2[CH:18]=[CH:17][C:16]([Cl:19])=[CH:15][CH:14]=2)[C:9](=[O:11])[CH3:10])[CH:5]=[CH:6][CH:7]=1.[CH3:20][N:21](C)C=O, predict the reaction product. The product is: [Cl:19][C:16]1[CH:17]=[CH:18][C:13]([CH2:12][CH:8]([C:4]2[CH:3]=[C:2]([CH:7]=[CH:6][CH:5]=2)[C:20]#[N:21])[C:9](=[O:11])[CH3:10])=[CH:14][CH:15]=1. (5) Given the reactants [CH2:1]([Li])CCC.[C:6]1([CH:12]([C:15]2[CH:20]=[CH:19][CH:18]=[CH:17][CH:16]=2)[CH:13]=O)[CH:11]=[CH:10][CH:9]=[CH:8][CH:7]=1.C(OCC)C, predict the reaction product. The product is: [C:6]1([CH:12]([C:15]2[CH:20]=[CH:19][CH:18]=[CH:17][CH:16]=2)[CH:13]=[CH2:1])[CH:11]=[CH:10][CH:9]=[CH:8][CH:7]=1. (6) Given the reactants Br[C:2]1[CH:10]=[CH:9][CH:8]=[C:7]2[C:3]=1[CH:4]=[N:5][N:6]2[C:11]1[CH:16]=[CH:15][C:14]([O:17][CH2:18][C:19]2[CH:24]=[CH:23][CH:22]=[CH:21][CH:20]=2)=[C:13]([F:25])[CH:12]=1.[OH-:26].[K+].Cl, predict the reaction product. The product is: [F:25][C:13]1[CH:12]=[C:11]([N:6]2[C:7]3[CH:8]=[CH:9][CH:10]=[C:2]([OH:26])[C:3]=3[CH:4]=[N:5]2)[CH:16]=[CH:15][C:14]=1[O:17][CH2:18][C:19]1[CH:24]=[CH:23][CH:22]=[CH:21][CH:20]=1. (7) Given the reactants [OH:1][C:2]1[CH:3]=[C:4]([CH:9]=[CH:10][CH:11]=1)[C:5]([O:7][CH3:8])=[O:6].C([O-])([O-])=O.[K+].[K+].Cl[CH2:19][C:20]([N:22]([CH3:24])[CH3:23])=[O:21].Cl, predict the reaction product. The product is: [CH3:23][N:22]([CH3:24])[C:20](=[O:21])[CH2:19][O:1][C:2]1[CH:3]=[C:4]([CH:9]=[CH:10][CH:11]=1)[C:5]([O:7][CH3:8])=[O:6]. (8) Given the reactants [C:1]1([C:7]2[N:8]=[C:9]([CH2:12]O)[S:10][CH:11]=2)[CH:6]=[CH:5][CH:4]=[CH:3][CH:2]=1.P(Br)(Br)[Br:15], predict the reaction product. The product is: [Br:15][CH2:12][C:9]1[S:10][CH:11]=[C:7]([C:1]2[CH:6]=[CH:5][CH:4]=[CH:3][CH:2]=2)[N:8]=1.